This data is from Full USPTO retrosynthesis dataset with 1.9M reactions from patents (1976-2016). The task is: Predict the reactants needed to synthesize the given product. Given the product [O:20]1[CH:21]=[CH:22][CH:23]=[C:19]1[C:4]1[N:3]=[C:2]([NH2:1])[N:7]=[C:6]([NH:25][CH3:24])[C:5]=1[N+:16]([O-:18])=[O:17], predict the reactants needed to synthesize it. The reactants are: [NH2:1][C:2]1[N:7]=[C:6](OS(C(F)(F)F)(=O)=O)[C:5]([N+:16]([O-:18])=[O:17])=[C:4]([C:19]2[O:20][CH:21]=[CH:22][CH:23]=2)[N:3]=1.[CH3:24][NH2:25].